Regression. Given a peptide amino acid sequence and an MHC pseudo amino acid sequence, predict their binding affinity value. This is MHC class I binding data. From a dataset of Peptide-MHC class I binding affinity with 185,985 pairs from IEDB/IMGT. (1) The peptide sequence is SSEPHCALL. The MHC is H-2-Db with pseudo-sequence H-2-Db. The binding affinity (normalized) is 0. (2) The peptide sequence is LEWLAEVVKL. The MHC is HLA-B18:01 with pseudo-sequence HLA-B18:01. The binding affinity (normalized) is 0.341. (3) The MHC is HLA-B35:01 with pseudo-sequence HLA-B35:01. The peptide sequence is ETKGKRRLL. The binding affinity (normalized) is 0.0847. (4) The MHC is HLA-A68:01 with pseudo-sequence HLA-A68:01. The peptide sequence is EGGVGWRHW. The binding affinity (normalized) is 0. (5) The peptide sequence is DVSRPTTVL. The MHC is HLA-A68:02 with pseudo-sequence HLA-A68:02. The binding affinity (normalized) is 0.481. (6) The peptide sequence is AVYSSSMVK. The MHC is HLA-B15:01 with pseudo-sequence HLA-B15:01. The binding affinity (normalized) is 0.0582. (7) The peptide sequence is RKRRWRRR. The MHC is Mamu-B03 with pseudo-sequence Mamu-B03. The binding affinity (normalized) is 0.331.